From a dataset of Full USPTO retrosynthesis dataset with 1.9M reactions from patents (1976-2016). Predict the reactants needed to synthesize the given product. (1) Given the product [C:39]([C@@H:21]([C@H:22]([C:48]([OH:49])=[O:35])[OH:23])[OH:20])([OH:41])=[O:42].[Cl:1][C:2]1[CH:7]=[CH:6][C:5]([N:8]2[C:14]3[CH:15]=[CH:16][C:17]([C:30]4[CH:38]=[CH:37][C:33]([C:34]([NH2:36])=[O:35])=[CH:32][CH:31]=4)=[CH:18][C:13]=3[CH2:12][N:11]([CH3:28])[CH2:10][CH2:9]2)=[CH:4][CH:3]=1, predict the reactants needed to synthesize it. The reactants are: [Cl:1][C:2]1[CH:7]=[CH:6][C:5]([N:8]2[C:14]3[CH:15]=[CH:16][C:17](B4[O:23][C:22](C)(C)[C:21](C)(C)[O:20]4)=[CH:18][C:13]=3[CH2:12][N:11]([CH3:28])[CH2:10][CH2:9]2)=[CH:4][CH:3]=1.Br[C:30]1[CH:38]=[CH:37][C:33]([C:34]([NH2:36])=[O:35])=[CH:32][CH:31]=1.[C:39](=[O:42])([O-:41])[O-].[Cs+].[Cs+].CN([CH:48]=[O:49])C. (2) Given the product [Br:15][C:3]1[C:4]2[CH:9]=[CH:8][CH:7]=[CH:6][C:5]=2[S:1][CH:2]=1, predict the reactants needed to synthesize it. The reactants are: [S:1]1[C:5]2[CH:6]=[CH:7][CH:8]=[CH:9][C:4]=2[CH:3]=[CH:2]1.C([O-])(=O)C.[Na+].[Br:15]Br.O. (3) Given the product [O:12]([Si:2]([CH3:5])([CH3:4])[CH3:1])[C:6]1[CH:11]=[CH:10][CH:9]=[CH:8][CH:7]=1, predict the reactants needed to synthesize it. The reactants are: [CH3:1][Si:2]([CH3:5])([CH3:4])Cl.[C:6]1([OH:12])[CH:11]=[CH:10][CH:9]=[CH:8][CH:7]=1.C(N(CC)CC)C.